Dataset: Reaction yield outcomes from USPTO patents with 853,638 reactions. Task: Predict the reaction yield, written as a fraction of the theoretical maximum amount of product (1.0 means a 100% yield; for example, 0.34 means a 34% yield). (1) The reactants are Br.[Br:2][C:3]1[CH:4]=[C:5]([CH2:10]Br)[C:6]([NH2:9])=[N:7][CH:8]=1.[CH3:12][O:13][C:14]([C:16]1([NH2:21])[CH2:20][CH2:19][CH2:18][CH2:17]1)=[O:15].CCN(CC)CC. The catalyst is CN(C=O)C.O. The product is [CH3:12][O:13][C:14]([C:16]1([NH:21][CH2:10][C:5]2[C:6]([NH2:9])=[N:7][CH:8]=[C:3]([Br:2])[CH:4]=2)[CH2:20][CH2:19][CH2:18][CH2:17]1)=[O:15]. The yield is 0.430. (2) The reactants are O[C:2]1[N:3]=[N+:4]([O-:12])[C:5]2[CH:11]=[CH:10][CH:9]=[CH:8][C:6]=2[N:7]=1.CN(C)C1C=CC=CC=1.O=P(Cl)(Cl)[Cl:24]. No catalyst specified. The product is [Cl:24][C:2]1[N:3]=[N+:4]([O-:12])[C:5]2[CH:11]=[CH:10][CH:9]=[CH:8][C:6]=2[N:7]=1. The yield is 0.590. (3) The reactants are [NH2:1][C:2]1[C:3]([Cl:16])=[CH:4][CH:5]=[C:6]2[C:10]=1[NH:9][C:8]([C:11]([O:13][CH2:14][CH3:15])=[O:12])=[CH:7]2.[S:17]1[CH:21]=[CH:20][CH:19]=[C:18]1[S:22](Cl)(=[O:24])=[O:23]. The catalyst is N1C=CC=CC=1. The product is [Cl:16][C:3]1[C:2]([NH:1][S:22]([C:18]2[S:17][CH:21]=[CH:20][CH:19]=2)(=[O:24])=[O:23])=[C:10]2[C:6]([CH:7]=[C:8]([C:11]([O:13][CH2:14][CH3:15])=[O:12])[NH:9]2)=[CH:5][CH:4]=1. The yield is 0.850.